This data is from CYP1A2 inhibition data for predicting drug metabolism from PubChem BioAssay. The task is: Regression/Classification. Given a drug SMILES string, predict its absorption, distribution, metabolism, or excretion properties. Task type varies by dataset: regression for continuous measurements (e.g., permeability, clearance, half-life) or binary classification for categorical outcomes (e.g., BBB penetration, CYP inhibition). Dataset: cyp1a2_veith. (1) The compound is CN(C)S(=O)(=O)c1ccc(NC(=O)N2CCN(c3ccccc3)CC2)cc1. The result is 0 (non-inhibitor). (2) The drug is Clc1ccccc1CNCC1CCC(CNCc2ccccc2Cl)CC1. The result is 0 (non-inhibitor). (3) The drug is O=C(c1ccccc1)c1nc2ccccc2n(CCCn2c(=O)c(C(=O)c3ccccc3)nc3ccccc32)c1=O. The result is 0 (non-inhibitor). (4) The molecule is O=S1(=O)CCN(CCc2cn(Cc3ccc(F)cc3)c3ccccc23)CC1. The result is 0 (non-inhibitor). (5) The molecule is COCC(=O)N1CCC2(CC1)CN(c1ccc(-c3ccccc3)cc1)C2. The result is 0 (non-inhibitor). (6) The compound is OCCCNCc1ccccn1. The result is 0 (non-inhibitor). (7) The compound is CC(=O)Nc1nc2ccc(Br)cc2s1. The result is 1 (inhibitor). (8) The molecule is S=c1nc(-c2ccccc2)oc2c1CCCC2. The result is 1 (inhibitor).